Dataset: Forward reaction prediction with 1.9M reactions from USPTO patents (1976-2016). Task: Predict the product of the given reaction. (1) Given the reactants Cl[C:2]1[N:7]=[C:6](Cl)[C:5]([F:9])=[CH:4][N:3]=1.[F:10][C:11]([F:20])([F:19])[C:12]1[CH:18]=[CH:17][C:15]([NH2:16])=[CH:14][CH:13]=1, predict the reaction product. The product is: [F:10][C:11]([F:19])([F:20])[C:12]1[CH:18]=[CH:17][C:15]([NH:16][C:2]2[N:7]=[C:6]([NH:16][C:15]3[CH:17]=[CH:18][C:12]([C:11]([F:10])([F:19])[F:20])=[CH:13][CH:14]=3)[C:5]([F:9])=[CH:4][N:3]=2)=[CH:14][CH:13]=1. (2) Given the reactants Cl[CH2:2][C:3](=[O:9])[CH2:4][C:5]([O:7][CH3:8])=[O:6].[C:10]([S-:12])#[N:11].[K+], predict the reaction product. The product is: [O:9]=[C:3]([CH2:2][S:12][C:10]#[N:11])[CH2:4][C:5]([O:7][CH3:8])=[O:6]. (3) Given the reactants Cl.[CH:2]([N:5]1[C:13]2[C:8](=[CH:9][C:10]([O:14][CH:15]3[CH2:20][CH2:19][N:18]([CH:21]([CH3:23])[CH3:22])[CH2:17][CH2:16]3)=[CH:11][CH:12]=2)[CH:7]=[C:6]1[C:24]([N:26]1[CH2:31][CH2:30][NH:29][CH2:28][CH2:27]1)=[O:25])([CH3:4])[CH3:3].[CH3:32][N:33]([CH3:38])[S:34](Cl)(=[O:36])=[O:35], predict the reaction product. The product is: [CH3:32][N:33]([CH3:38])[S:34]([N:29]1[CH2:28][CH2:27][N:26]([C:24]([C:6]2[N:5]([CH:2]([CH3:3])[CH3:4])[C:13]3[C:8]([CH:7]=2)=[CH:9][C:10]([O:14][CH:15]2[CH2:20][CH2:19][N:18]([CH:21]([CH3:23])[CH3:22])[CH2:17][CH2:16]2)=[CH:11][CH:12]=3)=[O:25])[CH2:31][CH2:30]1)(=[O:36])=[O:35]. (4) Given the reactants Cl[C:2]1[N:7]=[C:6]([NH:8][C:9]2[CH:14]=[CH:13][C:12]3[O:15][CH2:16][CH2:17][O:18][C:11]=3[CH:10]=2)[C:5]([F:19])=[CH:4][N:3]=1.[CH3:20][O:21][C:22]1[CH:23]=[CH:24][C:25]([CH3:29])=[C:26]([CH:28]=1)[NH2:27], predict the reaction product. The product is: [CH2:17]1[CH2:16][O:15][C:12]2[CH:13]=[CH:14][C:9]([NH:8][C:6]3[C:5]([F:19])=[CH:4][N:3]=[C:2]([NH:27][C:26]4[CH:28]=[C:22]([O:21][CH3:20])[CH:23]=[CH:24][C:25]=4[CH3:29])[N:7]=3)=[CH:10][C:11]=2[O:18]1. (5) Given the reactants CCN(C(C)C)C(C)C.[O:10]1[CH:14]=[CH:13][CH:12]=[C:11]1[C:15]([OH:17])=O.CCN=C=NCCCN(C)C.C1C=CC2N(O)N=NC=2C=1.[O:39]=[C:40]([N:58]1[CH2:63][CH2:62][NH:61][CH2:60][CH2:59]1)[CH2:41][NH:42][C:43](=[O:57])[C:44]1[CH:49]=[CH:48][C:47]([O:50][C:51]2[CH:56]=[CH:55][CH:54]=[CH:53][CH:52]=2)=[CH:46][CH:45]=1, predict the reaction product. The product is: [O:10]1[CH:14]=[CH:13][CH:12]=[C:11]1[C:15]([N:61]1[CH2:62][CH2:63][N:58]([C:40](=[O:39])[CH2:41][NH:42][C:43](=[O:57])[C:44]2[CH:45]=[CH:46][C:47]([O:50][C:51]3[CH:52]=[CH:53][CH:54]=[CH:55][CH:56]=3)=[CH:48][CH:49]=2)[CH2:59][CH2:60]1)=[O:17].